This data is from HIV replication inhibition screening data with 41,000+ compounds from the AIDS Antiviral Screen. The task is: Binary Classification. Given a drug SMILES string, predict its activity (active/inactive) in a high-throughput screening assay against a specified biological target. (1) The molecule is S=C(NN=Cc1ccccc1)NC1CC(c2ccccc2)Oc2ccccc21. The result is 0 (inactive). (2) The drug is COc1ccc(C(=O)C=Cc2ccc(OCC#N)cc2)cc1OC. The result is 0 (inactive). (3) The molecule is COc1ccc(C2OCCN2C)cc1. The result is 0 (inactive). (4) The drug is COc1cc2c[n+](C)c3c(c2cc1OC)Cc1cc2c(cc1-3)OCO2. The result is 0 (inactive).